From a dataset of Catalyst prediction with 721,799 reactions and 888 catalyst types from USPTO. Predict which catalyst facilitates the given reaction. Reactant: [CH:1]([O:4][C:5]([N:7]1[CH2:12][CH2:11][CH:10]([O:13][N:14]=[C:15]2[CH2:20][CH2:19][N:18]([C:21]3[CH:26]=[C:25]([F:27])[C:24]([CH2:28][C:29]([O:31]C(C)(C)C)=[O:30])=[CH:23][C:22]=3[F:36])[CH2:17][CH2:16]2)[CH2:9][CH2:8]1)=[O:6])([CH3:3])[CH3:2].C(O)(C(F)(F)F)=O. Product: [CH:1]([O:4][C:5]([N:7]1[CH2:12][CH2:11][CH:10]([O:13][N:14]=[C:15]2[CH2:20][CH2:19][N:18]([C:21]3[CH:26]=[C:25]([F:27])[C:24]([CH2:28][C:29]([OH:31])=[O:30])=[CH:23][C:22]=3[F:36])[CH2:17][CH2:16]2)[CH2:9][CH2:8]1)=[O:6])([CH3:3])[CH3:2]. The catalyst class is: 2.